This data is from Full USPTO retrosynthesis dataset with 1.9M reactions from patents (1976-2016). The task is: Predict the reactants needed to synthesize the given product. (1) Given the product [CH3:28][C:29]1[CH:30]=[CH:31][C:32]([N:35]2[CH2:11][CH2:12][N:13]([CH2:16][CH2:17][CH:18]3[CH2:19][C:20]4([CH2:24][CH2:25][CH2:27][CH2:26]4)[C:21](=[O:23])[O:22]3)[CH2:14][CH2:15]2)=[N:33][CH:34]=1, predict the reactants needed to synthesize it. The reactants are: N1C2C=CC=CC=2N=C1C1[CH2:15][CH2:14][N:13]([CH2:16][CH2:17][CH:18]2[O:22][C:21](=[O:23])[C:20]([CH2:26][CH3:27])([CH2:24][CH3:25])[CH2:19]2)[CH2:12][CH2:11]1.[CH3:28][C:29]1[CH:30]=[CH:31][C:32]([N:35]2CCNCC2)=[N:33][CH:34]=1.N1(C2C=CC=CC=2C#N)CCNCC1.CC1C=CC(S(OCCC2CC3(CCCC3)C(=O)O2)(=O)=O)=CC=1.CC1C=CC(S(OCCC2CC(CC)(CC)C(=O)O2)(=O)=O)=CC=1. (2) Given the product [CH:19]1([C:3]2[C:4]3[O:10][CH2:9][CH2:8][N:7]([C:11]([O:13][C:14]([CH3:17])([CH3:16])[CH3:15])=[O:12])[CH2:6][C:5]=3[S:18][C:2]=2[CH3:22])[CH2:21][CH2:20]1, predict the reactants needed to synthesize it. The reactants are: Br[C:2]1[S:18][C:5]2[CH2:6][N:7]([C:11]([O:13][C:14]([CH3:17])([CH3:16])[CH3:15])=[O:12])[CH2:8][CH2:9][O:10][C:4]=2[C:3]=1[CH:19]1[CH2:21][CH2:20]1.[CH3:22]B(O)O.P([O-])([O-])([O-])=O.[K+].[K+].[K+].COCCOC.